Dataset: Full USPTO retrosynthesis dataset with 1.9M reactions from patents (1976-2016). Task: Predict the reactants needed to synthesize the given product. Given the product [Br:13][CH2:11][C:3]1[CH:2]=[N:1][C:10]2[C:5]([CH:4]=1)=[CH:6][CH:7]=[CH:8][CH:9]=2, predict the reactants needed to synthesize it. The reactants are: [N:1]1[C:10]2[C:5](=[CH:6][CH:7]=[CH:8][CH:9]=2)[CH:4]=[C:3]([CH2:11]O)[CH:2]=1.[Br:13]P(Br)Br.